Predict the product of the given reaction. From a dataset of Forward reaction prediction with 1.9M reactions from USPTO patents (1976-2016). Given the reactants Br[C:2]1[CH:3]=[C:4]2[C:11]([C:12]([NH:14][CH3:15])=[O:13])=[C:10]([C:16]3[CH:21]=[CH:20][C:19]([F:22])=[CH:18][CH:17]=3)[O:9][C:5]2=[N:6][C:7]=1[Cl:8].B([C:26]1[CH:27]=[N:28][CH:29]=[C:30]([CH:34]=1)[C:31]([OH:33])=[O:32])(O)O.C(=O)([O-])[O-].[Cs+].[Cs+], predict the reaction product. The product is: [Cl:8][C:7]1[N:6]=[C:5]2[O:9][C:10]([C:16]3[CH:21]=[CH:20][C:19]([F:22])=[CH:18][CH:17]=3)=[C:11]([C:12](=[O:13])[NH:14][CH3:15])[C:4]2=[CH:3][C:2]=1[C:26]1[CH:27]=[N:28][CH:29]=[C:30]([CH:34]=1)[C:31]([OH:33])=[O:32].